Dataset: Cav3 T-type calcium channel HTS with 100,875 compounds. Task: Binary Classification. Given a drug SMILES string, predict its activity (active/inactive) in a high-throughput screening assay against a specified biological target. (1) The molecule is o1c2c(c(c(CCC(OCC)=O)c1=O)C)ccc(OCC)c2C. The result is 0 (inactive). (2) The molecule is O=C(N1CCN(CC1)c1cc(NCc2occc2)c([N+]([O-])=O)cc1)c1c(cccc1)C. The result is 0 (inactive). (3) The result is 0 (inactive). The molecule is O=C1C=2C(C(=C(NC2CCC1)C)C(OCC)=O)c1c(OC)ccc(OC)c1. (4) The compound is Clc1ccc(CSc2sc3cc(NC(=O)c4c(C(=O)N5CCOCC5)cccc4)ccc3n2)cc1. The result is 0 (inactive). (5) The molecule is S(c1n(c(nn1)C(C)C)CCC)CC(=O)NC(C)(C)C. The result is 0 (inactive). (6) The drug is O=C(N1CCCCC1)C(NC(=O)c1cccnc1)C. The result is 0 (inactive).